From a dataset of Peptide-MHC class II binding affinity with 134,281 pairs from IEDB. Regression. Given a peptide amino acid sequence and an MHC pseudo amino acid sequence, predict their binding affinity value. This is MHC class II binding data. (1) The peptide sequence is QATFMVFQALAQYQKDAP. The MHC is DRB1_0401 with pseudo-sequence DRB1_0401. The binding affinity (normalized) is 0.152. (2) The peptide sequence is YNTDGSTDYGILQINSR. The MHC is DRB1_0101 with pseudo-sequence DRB1_0101. The binding affinity (normalized) is 0.365.